Dataset: NCI-60 drug combinations with 297,098 pairs across 59 cell lines. Task: Regression. Given two drug SMILES strings and cell line genomic features, predict the synergy score measuring deviation from expected non-interaction effect. (1) Drug 1: CC1=C(C(CCC1)(C)C)C=CC(=CC=CC(=CC(=O)O)C)C. Drug 2: COC1=C2C(=CC3=C1OC=C3)C=CC(=O)O2. Cell line: EKVX. Synergy scores: CSS=0.776, Synergy_ZIP=-1.64, Synergy_Bliss=-0.0270, Synergy_Loewe=-4.57, Synergy_HSA=-1.07. (2) Drug 1: CC1C(C(CC(O1)OC2CC(CC3=C2C(=C4C(=C3O)C(=O)C5=C(C4=O)C(=CC=C5)OC)O)(C(=O)C)O)N)O.Cl. Drug 2: CCCCC(=O)OCC(=O)C1(CC(C2=C(C1)C(=C3C(=C2O)C(=O)C4=C(C3=O)C=CC=C4OC)O)OC5CC(C(C(O5)C)O)NC(=O)C(F)(F)F)O. Cell line: CAKI-1. Synergy scores: CSS=32.0, Synergy_ZIP=-8.25, Synergy_Bliss=-3.27, Synergy_Loewe=-1.89, Synergy_HSA=0.285. (3) Drug 1: CC(C1=C(C=CC(=C1Cl)F)Cl)OC2=C(N=CC(=C2)C3=CN(N=C3)C4CCNCC4)N. Drug 2: C1=CC(=CC=C1CC(C(=O)O)N)N(CCCl)CCCl.Cl. Cell line: NCI/ADR-RES. Synergy scores: CSS=6.98, Synergy_ZIP=-1.68, Synergy_Bliss=4.08, Synergy_Loewe=2.44, Synergy_HSA=1.73. (4) Cell line: KM12. Synergy scores: CSS=21.1, Synergy_ZIP=-4.40, Synergy_Bliss=6.45, Synergy_Loewe=-8.04, Synergy_HSA=4.09. Drug 1: C(=O)(N)NO. Drug 2: C1=NC2=C(N1)C(=S)N=CN2. (5) Drug 1: CC1=C(N=C(N=C1N)C(CC(=O)N)NCC(C(=O)N)N)C(=O)NC(C(C2=CN=CN2)OC3C(C(C(C(O3)CO)O)O)OC4C(C(C(C(O4)CO)O)OC(=O)N)O)C(=O)NC(C)C(C(C)C(=O)NC(C(C)O)C(=O)NCCC5=NC(=CS5)C6=NC(=CS6)C(=O)NCCC[S+](C)C)O. Drug 2: CC1CCCC2(C(O2)CC(NC(=O)CC(C(C(=O)C(C1O)C)(C)C)O)C(=CC3=CSC(=N3)C)C)C. Cell line: T-47D. Synergy scores: CSS=32.7, Synergy_ZIP=-7.58, Synergy_Bliss=-12.2, Synergy_Loewe=-18.6, Synergy_HSA=-11.1. (6) Drug 2: COCCOC1=C(C=C2C(=C1)C(=NC=N2)NC3=CC=CC(=C3)C#C)OCCOC.Cl. Synergy scores: CSS=-0.894, Synergy_ZIP=-0.367, Synergy_Bliss=-1.55, Synergy_Loewe=-0.593, Synergy_HSA=-1.47. Cell line: RXF 393. Drug 1: C1=CC=C(C(=C1)C(C2=CC=C(C=C2)Cl)C(Cl)Cl)Cl.